Dataset: Forward reaction prediction with 1.9M reactions from USPTO patents (1976-2016). Task: Predict the product of the given reaction. Given the reactants [CH3:1][O:2][C:3]1[CH:12]=[CH:11][C:10]2[C:5](=[CH:6][CH:7]=[C:8]([O:13][CH3:14])[CH:9]=2)[CH:4]=1.N#N.[N:17]1([CH2:23][CH2:24][O:25][C:26]2[CH:34]=[CH:33][C:29]([C:30](Cl)=[O:31])=[CH:28][CH:27]=2)[CH2:22][CH2:21][CH2:20][CH2:19][CH2:18]1.[Cl-].[Al+3].[Cl-].[Cl-], predict the reaction product. The product is: [CH3:14][O:13][C:8]1[CH:7]=[CH:6][C:5]2[C:10](=[CH:11][CH:12]=[C:3]([O:2][CH3:1])[CH:4]=2)[C:9]=1[C:30]([C:29]1[CH:28]=[CH:27][C:26]([O:25][CH2:24][CH2:23][N:17]2[CH2:22][CH2:21][CH2:20][CH2:19][CH2:18]2)=[CH:34][CH:33]=1)=[O:31].